This data is from Catalyst prediction with 721,799 reactions and 888 catalyst types from USPTO. The task is: Predict which catalyst facilitates the given reaction. Reactant: [C:1]([C:3]1[CH:12]=[CH:11][C:6]([C:7]([O:9]C)=[O:8])=[CH:5][C:4]=1[O:13][CH3:14])#[N:2].[OH-].[Na+]. Product: [C:1]([C:3]1[CH:12]=[CH:11][C:6]([C:7]([OH:9])=[O:8])=[CH:5][C:4]=1[O:13][CH3:14])#[N:2]. The catalyst class is: 5.